The task is: Predict the reactants needed to synthesize the given product.. This data is from Full USPTO retrosynthesis dataset with 1.9M reactions from patents (1976-2016). (1) Given the product [I:1][C:2]1[CH:7]=[CH:6][N:5]=[C:4]2[NH:8][CH:9]=[CH:10][C:3]=12, predict the reactants needed to synthesize it. The reactants are: [I:1][C:2]1[CH:7]=[CH:6][N:5]=[C:4]2[N:8](C(=O)C)[CH:9]=[CH:10][C:3]=12.CO. (2) Given the product [F:17][C:18]1[CH:23]=[CH:22][C:21]([CH:15]([OH:16])[CH2:14][C:4]2[CH:5]=[C:6]([C:9]3[S:10][CH:11]=[CH:12][CH:13]=3)[CH:7]=[CH:8][C:3]=2[O:2][CH3:1])=[CH:20][CH:19]=1, predict the reactants needed to synthesize it. The reactants are: [CH3:1][O:2][C:3]1[CH:8]=[CH:7][C:6]([C:9]2[S:10][CH:11]=[CH:12][CH:13]=2)=[CH:5][C:4]=1[CH2:14][CH:15]=[O:16].[F:17][C:18]1[CH:23]=[CH:22][C:21]([Mg]Br)=[CH:20][CH:19]=1. (3) Given the product [CH2:3]([O:29][C:28](=[O:30])[CH2:27][CH2:26][C:25]([NH:24][C@H:15]([CH2:14][C:11]1[CH:10]=[CH:9][C:8]([C:4]2[CH:5]=[CH:6][CH:7]=[C:2]([Cl:1])[CH:3]=2)=[CH:13][CH:12]=1)[CH2:16][C:17]([NH:19][S:20]([CH3:23])(=[O:22])=[O:21])=[O:18])=[O:31])[CH2:2][CH2:7][CH3:6], predict the reactants needed to synthesize it. The reactants are: [Cl:1][C:2]1[CH:3]=[C:4]([C:8]2[CH:13]=[CH:12][C:11]([CH2:14][C@@H:15]([NH:24][C:25](=[O:31])[CH2:26][CH2:27][C:28]([OH:30])=[O:29])[CH2:16][C:17]([NH:19][S:20]([CH3:23])(=[O:22])=[O:21])=[O:18])=[CH:10][CH:9]=2)[CH:5]=[CH:6][CH:7]=1.S(Cl)(Cl)=O. (4) Given the product [OH:23][C:12]1[C:11]([CH:24]([CH3:26])[CH3:25])=[N:10][N:9]([CH2:8][C:3]2[CH:4]=[CH:5][CH:6]=[CH:7][C:2]=2[C:33]2[CH:34]=[CH:35][C:30]([N+:27]([O-:29])=[O:28])=[CH:31][CH:32]=2)[C:14](=[O:15])[C:13]=1[C:16]([NH:18][CH2:19][C:20]([OH:22])=[O:21])=[O:17], predict the reactants needed to synthesize it. The reactants are: Br[C:2]1[CH:7]=[CH:6][CH:5]=[CH:4][C:3]=1[CH2:8][N:9]1[C:14](=[O:15])[C:13]([C:16]([NH:18][CH2:19][C:20]([OH:22])=[O:21])=[O:17])=[C:12]([OH:23])[C:11]([CH:24]([CH3:26])[CH3:25])=[N:10]1.[N+:27]([C:30]1[CH:35]=[CH:34][C:33](B(O)O)=[CH:32][CH:31]=1)([O-:29])=[O:28].C(=O)([O-])[O-].[K+].[K+].Cl. (5) Given the product [O:14]=[C:15]([CH2:21][CH3:22])[C:16]([O:18][CH2:19][CH3:20])=[O:17], predict the reactants needed to synthesize it. The reactants are: CC(C)=O.OS(O)(=O)=O.O=[Cr](=O)=O.[OH:14][CH:15]([CH2:21][CH3:22])[C:16]([O:18][CH2:19][CH3:20])=[O:17]. (6) Given the product [C:1]([O:5][CH2:6][CH2:7][CH2:8][CH2:9][CH2:10][CH:11]([CH3:13])[CH3:12])(=[O:4])[CH:2]=[CH2:3].[C:14]([NH2:18])(=[O:17])[CH:15]=[CH2:16].[C:19]([O:22][CH:23]=[CH2:24])(=[O:21])[CH3:20], predict the reactants needed to synthesize it. The reactants are: [C:1]([O:5][CH2:6][CH2:7][CH2:8][CH2:9][CH2:10][CH:11]([CH3:13])[CH3:12])(=[O:4])[CH:2]=[CH2:3].[C:14]([NH2:18])(=[O:17])[CH:15]=[CH2:16].[C:19]([O:22][CH:23]=[CH2:24])(=[O:21])[CH3:20].CO. (7) Given the product [NH2:20]/[C:2](=[N:8]\[NH:9][C:10]1[CH:15]=[C:14]([Cl:16])[CH:13]=[CH:12][C:11]=1[N+:17]([O-:19])=[O:18])/[C:3]([O:5][CH2:6][CH3:7])=[O:4], predict the reactants needed to synthesize it. The reactants are: Cl/[C:2](=[N:8]\[NH:9][C:10]1[CH:15]=[C:14]([Cl:16])[CH:13]=[CH:12][C:11]=1[N+:17]([O-:19])=[O:18])/[C:3]([O:5][CH2:6][CH3:7])=[O:4].[NH3:20]. (8) The reactants are: [CH3:1][O:2][CH2:3][N:4]1[C:12]2[C:7](=[C:8]([CH3:22])[CH:9]=[CH:10][C:11]=2[NH:13][S:14]([C:17]2[S:18][CH:19]=[CH:20][CH:21]=2)(=[O:16])=[O:15])[CH:6]=[C:5]1[C:23]([O:25][CH2:26][CH3:27])=[O:24].CI.[C:30](=O)([O-])[O-].[K+].[K+]. Given the product [CH3:1][O:2][CH2:3][N:4]1[C:12]2[C:7](=[C:8]([CH3:22])[CH:9]=[CH:10][C:11]=2[N:13]([CH3:30])[S:14]([C:17]2[S:18][CH:19]=[CH:20][CH:21]=2)(=[O:16])=[O:15])[CH:6]=[C:5]1[C:23]([O:25][CH2:26][CH3:27])=[O:24], predict the reactants needed to synthesize it.